The task is: Regression/Classification. Given a drug SMILES string, predict its absorption, distribution, metabolism, or excretion properties. Task type varies by dataset: regression for continuous measurements (e.g., permeability, clearance, half-life) or binary classification for categorical outcomes (e.g., BBB penetration, CYP inhibition). Dataset: cyp2c9_veith.. This data is from CYP2C9 inhibition data for predicting drug metabolism from PubChem BioAssay. The molecule is CN(C)c1ncc2nc(-c3ccc(F)cc3)c(=O)n(-c3ccccc3)c2n1. The result is 0 (non-inhibitor).